Dataset: CYP2C9 inhibition data for predicting drug metabolism from PubChem BioAssay. Task: Regression/Classification. Given a drug SMILES string, predict its absorption, distribution, metabolism, or excretion properties. Task type varies by dataset: regression for continuous measurements (e.g., permeability, clearance, half-life) or binary classification for categorical outcomes (e.g., BBB penetration, CYP inhibition). Dataset: cyp2c9_veith. The molecule is COc1ccc(C(=O)N/N=C2/SCC(=O)N2Cc2ccc3c(c2)OCO3)cc1OC. The result is 1 (inhibitor).